From a dataset of Forward reaction prediction with 1.9M reactions from USPTO patents (1976-2016). Predict the product of the given reaction. (1) Given the reactants [CH2:1]([O:8][C:9]([CH2:11][CH2:12][C:13]([O-:15])=[O:14])=[O:10])[C:2]1[CH:7]=[CH:6][CH:5]=[CH:4][CH:3]=1.[Na+].Cl[CH:18]([O:20][C:21](=[O:47])[N:22]([C:31]1[CH:36]=[CH:35][C:34]([C:37](=[O:45])[C:38]2[CH:43]=[CH:42][CH:41]=[CH:40][C:39]=2[CH3:44])=[C:33]([Cl:46])[CH:32]=1)[C:23]1[CH:28]=[CH:27][C:26]([F:29])=[CH:25][C:24]=1[CH3:30])[CH3:19].O.CCOC(C)=O, predict the reaction product. The product is: [Cl:46][C:33]1[CH:32]=[C:31]([N:22]([C:23]2[CH:28]=[CH:27][C:26]([F:29])=[CH:25][C:24]=2[CH3:30])[C:21]([O:20][CH:18]([O:14][C:13](=[O:15])[CH2:12][CH2:11][C:9]([O:8][CH2:1][C:2]2[CH:7]=[CH:6][CH:5]=[CH:4][CH:3]=2)=[O:10])[CH3:19])=[O:47])[CH:36]=[CH:35][C:34]=1[C:37](=[O:45])[C:38]1[CH:43]=[CH:42][CH:41]=[CH:40][C:39]=1[CH3:44]. (2) The product is: [CH3:1][O:2][C:3](=[O:19])[CH:4]=[C:5]1[C:18]2[C:13](=[CH:14][CH:15]=[CH:16][CH:17]=2)[C:7]2([CH2:8][CH2:9][N:10]([S:27]([C:24]3[CH:25]=[CH:26][C:21]([Cl:20])=[CH:22][CH:23]=3)(=[O:29])=[O:28])[CH2:11][CH2:12]2)[CH2:6]1. Given the reactants [CH3:1][O:2][C:3](=[O:19])[CH:4]=[C:5]1[C:18]2[C:13](=[CH:14][CH:15]=[CH:16][CH:17]=2)[C:7]2([CH2:12][CH2:11][NH:10][CH2:9][CH2:8]2)[CH2:6]1.[Cl:20][C:21]1[CH:26]=[CH:25][C:24]([S:27](Cl)(=[O:29])=[O:28])=[CH:23][CH:22]=1, predict the reaction product. (3) Given the reactants Cl([O-])=O.[Na+].[OH2:5].P([O-])(O)(O)=O.[Na+].[Br:12][C:13]1[N:14]=[C:15]([N:20]([C:28]([O:30][C:31]([CH3:34])([CH3:33])[CH3:32])=[O:29])[C:21]([O:23][C:24]([CH3:27])([CH3:26])[CH3:25])=[O:22])[NH:16][C:17]=1[CH:18]=[O:19].CC(=CC)C, predict the reaction product. The product is: [CH3:25][C:24]([O:23][C:21]([N:20]([C:28]([O:30][C:31]([CH3:34])([CH3:33])[CH3:32])=[O:29])[C:15]1[NH:16][C:17]([C:18]([OH:5])=[O:19])=[C:13]([Br:12])[N:14]=1)=[O:22])([CH3:27])[CH3:26]. (4) The product is: [CH:13]1([CH2:12][N:11]2[CH2:10][CH2:9][C@:8]34[C:7]5[C:20]6[O:19][C@H:16]3[C@H:17]([NH:18][C:36](=[O:37])[CH2:35][C:49]3[C:50]7[C:51](=[CH:75][CH:74]=[CH:72][CH:73]=7)[CH:52]=[CH:53][CH:54]=3)[CH2:1][CH2:2][C@@:3]4([OH:25])[C@H:4]2[CH2:5][C:6]=5[CH:23]=[CH:22][C:21]=6[OH:24])[CH2:14][CH2:15]1. Given the reactants [CH2:1]1[C@@H:17]([NH2:18])[C@@H:16]2[O:19][C:20]3=[C:21]([OH:24])[CH:22]=[CH:23][C:6]4=[C:7]3[C@:8]32[CH2:9][CH2:10][N:11]([CH2:12][CH:13]2[CH2:15][CH2:14]2)[C@H:4]([CH2:5]4)[C@:3]3([OH:25])[CH2:2]1.C1C=CC2C(=CC=C[C:35]=2[C:36](O)=[O:37])C=1.F[P-](F)(F)(F)(F)F.N1(O[P+](N(C)C)(N(C)C)N(C)C)[C:50]2[CH:51]=[CH:52][CH:53]=[CH:54][C:49]=2N=N1.CCN([CH:72]([CH3:74])[CH3:73])C(C)C.[CH2:75](Cl)Cl, predict the reaction product. (5) Given the reactants [F:1][C:2]1[CH:10]=[CH:9][C:5]([C:6](Cl)=[O:7])=[CH:4][CH:3]=1.[NH2:11][C:12]1[CH:32]=[CH:31][C:15]([CH2:16][NH:17][C:18]2[C:27]3[C:22](=[C:23]([C:28]([NH2:30])=[O:29])[CH:24]=[CH:25][CH:26]=3)[N:21]=[CH:20][N:19]=2)=[CH:14][CH:13]=1.C(N(CC)CC)C.CCOCC, predict the reaction product. The product is: [F:1][C:2]1[CH:10]=[CH:9][C:5]([C:6]([NH:11][C:12]2[CH:13]=[CH:14][C:15]([CH2:16][NH:17][C:18]3[C:27]4[C:22](=[C:23]([C:28]([NH2:30])=[O:29])[CH:24]=[CH:25][CH:26]=4)[N:21]=[CH:20][N:19]=3)=[CH:31][CH:32]=2)=[O:7])=[CH:4][CH:3]=1. (6) Given the reactants [CH3:1][O:2][C:3]1[CH:8]=[CH:7][C:6]([OH:9])=[CH:5][CH:4]=1.[C:10](#[N:13])[CH:11]=[CH2:12], predict the reaction product. The product is: [CH3:1][O:2][C:3]1[CH:8]=[CH:7][C:6]([O:9][CH2:12][CH2:11][C:10]#[N:13])=[CH:5][CH:4]=1. (7) Given the reactants [C:1]([S@:5](/[N:7]=[CH:8]/[C:9]1[CH:21]=[CH:20][C:12]([C:13]([O:15][C:16]([CH3:19])([CH3:18])[CH3:17])=[O:14])=[CH:11][CH:10]=1)=[O:6])([CH3:4])([CH3:3])[CH3:2].[CH2:22]1[CH2:26]OC[CH2:23]1.C([Li])(C)C.[NH4+].[Cl-], predict the reaction product. The product is: [C:1]([S@:5]([NH:7][C@@H:8]([C:9]1[CH:10]=[CH:11][C:12]([C:13]([O:15][C:16]([CH3:19])([CH3:18])[CH3:17])=[O:14])=[CH:20][CH:21]=1)[CH:22]([CH3:26])[CH3:23])=[O:6])([CH3:4])([CH3:2])[CH3:3]. (8) Given the reactants C(O)(=O)C.[Cl:5][C:6]1[CH:7]=[N:8][N:9]([C:11]2([C:14](=[NH:18])OCC)[CH2:13][CH2:12]2)[CH:10]=1.[S].C(N(CC)CC)C.Cl.Cl.[NH2:29][C:30]1[CH:31]=[CH:32][C:33]([N:37]2[CH2:42][CH2:41][CH2:40][C@@H:39]([C:43]([O:45][CH2:46][CH3:47])=[O:44])[CH2:38]2)=[N:34][C:35]=1N, predict the reaction product. The product is: [Cl:5][C:6]1[CH:7]=[N:8][N:9]([C:11]2([C:14]3[NH:18][C:35]4=[N:34][C:33]([N:37]5[CH2:42][CH2:41][CH2:40][C@@H:39]([C:43]([O:45][CH2:46][CH3:47])=[O:44])[CH2:38]5)=[CH:32][CH:31]=[C:30]4[N:29]=3)[CH2:12][CH2:13]2)[CH:10]=1. (9) The product is: [Br:1][C:2]1[CH:3]=[C:4]([C:9]2[O:10][C:11]3[CH:17]=[CH:16][CH:15]=[CH:14][C:12]=3[N:13]=2)[CH:5]=[CH:6][C:7]=1[CH2:8][Br:25]. Given the reactants [Br:1][C:2]1[CH:3]=[C:4]([C:9]2[O:10][C:11]3[CH:17]=[CH:16][CH:15]=[CH:14][C:12]=3[N:13]=2)[CH:5]=[CH:6][C:7]=1[CH3:8].C1C(=O)N([Br:25])C(=O)C1.C(OOC(=O)C1C=CC=CC=1)(=O)C1C=CC=CC=1, predict the reaction product.